This data is from HIV replication inhibition screening data with 41,000+ compounds from the AIDS Antiviral Screen. The task is: Binary Classification. Given a drug SMILES string, predict its activity (active/inactive) in a high-throughput screening assay against a specified biological target. (1) The compound is COc1ccc(-n2c(=O)n(-c3ccccc3)c(=O)n2-c2ccc(OC)cc2)cc1. The result is 0 (inactive). (2) The molecule is S=C(Nc1ccccc1)Nc1ccccc1S. The result is 0 (inactive). (3) The compound is COc1ccc(Cc2cc(Cc3ccc(OC)cc3)cc(Cc3ccc(OC)cc3)c2)cc1. The result is 0 (inactive). (4) The compound is O=C(CC(=O)N1N=C(n2ccc3ccccc32)CC1c1ccccc1)Nc1ccccc1Cl. The result is 0 (inactive).